From a dataset of Drug-target binding data from BindingDB using IC50 measurements. Regression. Given a target protein amino acid sequence and a drug SMILES string, predict the binding affinity score between them. We predict pIC50 (pIC50 = -log10(IC50 in M); higher means more potent). Dataset: bindingdb_ic50. (1) The drug is C[C@H](O)c1cccc(NC(=O)c2nn(Cc3ccc(F)cc3)c3c2CN(C(=O)c2ccc[nH]2)C[C@H]3C)c1. The target protein sequence is MAGYLRVVRSLCRASGSRPAWAPAALTAPTSQEQPRRHYADKRIKVAKPVVEMDGDEMTRIIWQFIKEKLILPHVDIQLKYFDLGLPNRDQTDDQVTIDSALATQKYSVAVKCATITPDEARVEEFKLKKMWKSPNGTIRNILGGTVFREPIICKNIPRLVPGWTKPITIGSHAHGDQYKATDFVADRAGTFKMVFTPKDGSGVKEWEVYNFPAGGVGMGMYNTDESISGFAHSCFQYAIQKKWPLYMSTKNTILKAYDGRFKDIFQEIFDKHYKTDFDKNKIWYEHRLIDDMVAQVLKSSGGFVWACKNYDGDVQSDILAQGFGSLGLMTSVLVCPDGKTIEAEAAHGTVTRHYREHQKGRPTSTNPIASIFAWTRGLEHRGKLDGNQDLIRFAQMLEKVCVETVESGAMTKDLAGCIHGLSNVKLNEHFLNTTDFLDTIKSNLDRALGRQ. The pIC50 is 6.0. (2) The drug is Nc1ncc(Cc2ccccc2)[nH]1. The target protein (O08590) has sequence MTQKTTLVLLALAVITIFALVCVLLAGRSGDGGRLSQPLHCPSVLPSVQPQTHPGQSQPFADLSPEELTAVMSFLIKHLGPGLVDAAQARPSDNCVFSVELQLPAKAAALAHLDRGGPPPVREALAIIFFGGQPKPNVSELVVGPLPHPSYMRDVTVERHGGPLPYYRRPVLTREYQDIQEMIFHRELPQASGLLHHCCFYKRQGHNLLKMTTAPRGLQSGDRATWFGIYYNLSGAGFYPHPIGLELLVDHKALDPALWTIQKVFYQGRYYESLTQLEDMFEAGLVNVVLVPDNGTGGSWSLKSSVPPGRAPPLQFHPEGPRFSVQGSQVRSSLWAFSFGLGAFSGPRIFDIRFQGERVAYEISVQEAIALYGGNSPASMSTCYMDGSFGIGKYSTPLTRGVDCPYLATYVDWHFLLESQTPKTLRDAFCVFEQNQGLPLRRHHSDFYSHYFGGVVETVLVVRSVATLLNYDYVWDMVFHSNGAIEVKFHATGYITSAFF.... The pIC50 is 6.4. (3) The drug is CC(C)NS(=O)(=O)c1ccc2c(c1)C(=NNc1ccc(C(=O)O)cc1)C(=O)N2. The target protein sequence is AFVYLRQPYYATRVNAADIENRVLELNKKQESEDTAKAGFWEEFESLQKQEVKNLHQRLEGQRPENKGKNRYKNILPFDHSRVILQGRDSNIPGSDYINANYIKNQLLGPDENAKTYIASQGCLEATVNDFWQMAWQENSRVIVMTTREVEKGRNKCVPYWPEVGMQRAYGPYSVTNCGEHDTTEYKLRTLQVSPLDNGDLIREIWHYQYLSWPDHGVPSEPGGVLSFLDQINQRQESLPHAGPIIVHCSAGIGRTGTIIVIDMLMENISTKGLDCDIDIQKTIQMVRAQRSGMVQTEAQYKFIYVAIAQFIETTKKKLEVLQSQKGQESEYGNITYPPAMKNAHAKASRTSSKHKEDVYENLHTKNKREEKVKKQRSADKEKSKGSLKRK. The pIC50 is 4.6. (4) The drug is Cc1ccc(C(c2ccc(C)cc2)(c2ccc(C(=O)NCCN)[nH]2)c2ccc(C(=O)NCCN)[nH]2)cc1.Cl.Cl. The target protein (P10499) has sequence MTVMSGENADEASAAPGHPQDGSYPRQADHDDHECCERVVINISGLRFETQLKTLAQFPNTLLGNPKKRMRYFDPLRNEYFFDRNRPSFDAILYYYQSGGRLRRPVNVPLDMFSEEIKFYELGEEAMEKFREDEGFIKEEERPLPEKEYQRQVWLLFEYPESSGPARVIAIVSVMVILISIVIFCLETLPELKDDKDFTGTIHRIDNTTVIYTSNIFTDPFFIVETLCIIWFSFELVVRFFACPSKTDFFKNIMNFIDIVAIIPYFITLGTEIAEQEGNQKGEQATSLAILRVIRLVRVFRIFKLSRHSKGLQILGQTLKASMRELGLLIFFLFIGVILFSSAVYFAEAEEAESHFSSIPDAFWWAVVSMTTVGYGDMYPVTIGGKIVGSLCAIAGVLTIALPVPVIVSNFNYFYHRETEGEEQAQLLHVSSPNLASDSDLSRRSSSTISKSEYMEIEEDMNNSIAHYRQANIRTGNCTATDQNCVNKSKLLTDV. The pIC50 is 4.8. (5) The small molecule is O=C1CCCC2=C1C1(CCS(=O)(=O)C1)N=C(Nc1nc3ccccc3o1)N2. The target protein (P51570) has sequence MAALRQPQVAELLAEARRAFREEFGAEPELAVSAPGRVNLIGEHTDYNQGLVLPMALELMTVLVGSPRKDGLVSLLTTSEGADEPQRLQFPLPTAQRSLEPGTPRWANYVKGVIQYYPAAPLPGFSAVVVSSVPLGGGLSSSASLEVATYTFLQQLCPDSGTIAARAQVCQQAEHSFAGMPCGIMDQFISLMGQKGHALLIDCRSLETSLVPLSDPKLAVLITNSNVRHSLASSEYPVRRRQCEEVARALGKESLREVQLEELEAARDLVSKEGFRRARHVVGEIRRTAQAAAALRRGDYRAFGRLMVESHRSLRDDYEVSCPELDQLVEAALAVPGVYGSRMTGGGFGGCTVTLLEASAAPHAMRHIQEHYGGTATFYLSQAADGAKVLCL. The pIC50 is 5.2. (6) The drug is O=C(OCc1ccccc1)c1cccc(CC(=O)N2C(=O)[C@@H](Cc3ccc(O)cc3)[C@H]2C(=O)OCc2ccccc2)c1. The target protein (Q04609) has sequence MWNLLHETDSAVATARRPRWLCAGALVLAGGFFLLGFLFGWFIKSSNEATNITPKHNMKAFLDELKAENIKKFLYNFTQIPHLAGTEQNFQLAKQIQSQWKEFGLDSVELAHYDVLLSYPNKTHPNYISIINEDGNEIFNTSLFEPPPPGYENVSDIVPPFSAFSPQGMPEGDLVYVNYARTEDFFKLERDMKINCSGKIVIARYGKVFRGNKVKNAQLAGAKGVILYSDPADYFAPGVKSYPDGWNLPGGGVQRGNILNLNGAGDPLTPGYPANEYAYRRGIAEAVGLPSIPVHPIGYYDAQKLLEKMGGSAPPDSSWRGSLKVPYNVGPGFTGNFSTQKVKMHIHSTNEVTRIYNVIGTLRGAVEPDRYVILGGHRDSWVFGGIDPQSGAAVVHEIVRSFGTLKKEGWRPRRTILFASWDAEEFGLLGSTEWAEENSRLLQERGVAYINADSSIEGNYTLRVDCTPLMYSLVHNLTKELKSPDEGFEGKSLYESWTKK.... The pIC50 is 6.5. (7) The drug is O=C(Nc1ccc(Oc2cc(C3CCOCC3)cn3nccc23)c(F)c1)c1cccn(-c2ccc(F)cc2)c1=O. The target protein (P30530) has sequence MAWRCPRMGRVPLAWCLALCGWACMAPRGTQAEESPFVGNPGNITGARGLTGTLRCQLQVQGEPPEVHWLRDGQILELADSTQTQVPLGEDEQDDWIVVSQLRITSLQLSDTGQYQCLVFLGHQTFVSQPGYVGLEGLPYFLEEPEDRTVAANTPFNLSCQAQGPPEPVDLLWLQDAVPLATAPGHGPQRSLHVPGLNKTSSFSCEAHNAKGVTTSRTATITVLPQQPRNLHLVSRQPTELEVAWTPGLSGIYPLTHCTLQAVLSDDGMGIQAGEPDPPEEPLTSQASVPPHQLRLGSLHPHTPYHIRVACTSSQGPSSWTHWLPVETPEGVPLGPPENISATRNGSQAFVHWQEPRAPLQGTLLGYRLAYQGQDTPEVLMDIGLRQEVTLELQGDGSVSNLTVCVAAYTAAGDGPWSLPVPLEAWRPGQAQPVHQLVKEPSTPAFSWPWWYVLLGAVVAAACVLILALFLVHRRKKETRYGEVFEPTVERGELVVRYRV.... The pIC50 is 7.3. (8) The drug is Cc1c2c(O[C@H](C)[C@H]3CNC(=O)C3)cc(-c3cnn(CCF)c3)cc2nn1C. The target protein sequence is PMDTEVYESPYADPEEIRPKEVYLDRKLLTLEDKELGSGNFGTVKKGYYQMKKVVKTVAVKILKNEANDPALKDELLAEANVMQQLDNPYIVRMIGICEAESWMLVMEMAELGPLNKYLQQNRHVKDKNIIELVHQVSMGMKYLEESNFVHRDLAARNVLLVTQHYAKISDFGLSKALRADENYYKAQTHGKWPVKWYAPECINYYKFSSKSDVWSFGVLMWEAFSYGQKPYRGMKGSEVTAMLEKGERMGCPAGCPREMYDLMNLCWTYDVENRPGFAAVELRLRNYYYDVVN. The pIC50 is 8.8.